Task: Predict which catalyst facilitates the given reaction.. Dataset: Catalyst prediction with 721,799 reactions and 888 catalyst types from USPTO (1) The catalyst class is: 9. Product: [CH2:22]([O:24][C:25]([CH:27]1[CH2:32][CH2:31][CH2:30][CH2:29][N:28]1[N:33]([CH2:34][CH2:35][C:36]([CH3:37])([CH3:39])[CH3:38])[C:17](=[O:19])[CH2:16][C:11]1[NH:10][C:9]2[CH:20]=[CH:21][C:6]([NH:5][S:2]([CH3:1])(=[O:3])=[O:4])=[CH:7][C:8]=2[S:13](=[O:14])(=[O:15])[N:12]=1)=[O:26])[CH3:23]. Reactant: [CH3:1][S:2]([NH:5][C:6]1[CH:21]=[CH:20][C:9]2[NH:10][C:11]([CH2:16][C:17]([OH:19])=O)=[N:12][S:13](=[O:15])(=[O:14])[C:8]=2[CH:7]=1)(=[O:4])=[O:3].[CH2:22]([O:24][C:25]([CH:27]1[CH2:32][CH2:31][CH2:30][CH2:29][N:28]1[NH:33][CH2:34][CH2:35][C:36]([CH3:39])([CH3:38])[CH3:37])=[O:26])[CH3:23].C1(N=C=NC2CCCCC2)CCCCC1.ClCCl. (2) Reactant: C([O:4][CH2:5][C:6]1[N:10]=[C:9]([C:11]2[C:12]([C:17]3[CH:22]=[CH:21][CH:20]=[CH:19][CH:18]=3)=[N:13][O:14][C:15]=2[CH3:16])[O:8][N:7]=1)(=O)C.O.C(=O)([O-])[O-].[K+].[K+]. Product: [CH3:16][C:15]1[O:14][N:13]=[C:12]([C:17]2[CH:22]=[CH:21][CH:20]=[CH:19][CH:18]=2)[C:11]=1[C:9]1[O:8][N:7]=[C:6]([CH2:5][OH:4])[N:10]=1. The catalyst class is: 5. (3) Reactant: [Cl:1][C:2]1[C:3](=[O:21])[N:4](C2CCCCO2)[N:5]=[CH:6][C:7]=1[O:8][C:9]1[CH:14]=[CH:13][CH:12]=[CH:11][CH:10]=1.Cl. Product: [Cl:1][C:2]1[C:3](=[O:21])[NH:4][N:5]=[CH:6][C:7]=1[O:8][C:9]1[CH:14]=[CH:13][CH:12]=[CH:11][CH:10]=1. The catalyst class is: 24. (4) Reactant: [CH2:1]([NH:9][C:10]1[CH:28]=[CH:27][C:13]([C:14]([NH:16][C:17]2[CH:18]=[N:19][C:20]3[C:25]([CH:26]=2)=[CH:24][CH:23]=[CH:22][CH:21]=3)=[O:15])=[CH:12][CH:11]=1)[CH2:2][C:3]1[CH:8]=[CH:7][CH:6]=[CH:5][CH:4]=1.C=O.[C:31](O[BH-](OC(=O)C)OC(=O)C)(=O)C.C[N+](C)(C)C. Product: [CH3:31][N:9]([CH2:1][CH2:2][C:3]1[CH:4]=[CH:5][CH:6]=[CH:7][CH:8]=1)[C:10]1[CH:28]=[CH:27][C:13]([C:14]([NH:16][C:17]2[CH:18]=[N:19][C:20]3[C:25]([CH:26]=2)=[CH:24][CH:23]=[CH:22][CH:21]=3)=[O:15])=[CH:12][CH:11]=1. The catalyst class is: 26. (5) Reactant: [NH2:1][C:2]1[CH:7]=[CH:6][CH:5]=[C:4]([CH3:8])[C:3]=1[NH-:9].[O:10]=[C:11]1[C:23]2[CH:22]=[CH:21][CH:20]=[C:19]([C:24](O)=O)[C:18]=2[C:17]2[C:12]1=[CH:13][CH:14]=[CH:15][CH:16]=2.C(=O)([O-])O.[Na+]. Product: [CH3:8][C:4]1[C:3]2[N:9]=[C:24]([C:19]3[C:18]4[C:17]5[C:12](=[CH:13][CH:14]=[CH:15][CH:16]=5)[C:11](=[O:10])[C:23]=4[CH:22]=[CH:21][CH:20]=3)[NH:1][C:2]=2[CH:7]=[CH:6][CH:5]=1. The catalyst class is: 86. (6) Reactant: [C:1]([C:3]1[N:7]2[C@@H:8]([CH3:15])[CH2:9][N:10]([CH2:13][CH3:14])[C:11](=[O:12])[C:6]2=[C:5]([O:16][CH3:17])[C:4]=1[C:18]([O:20]CC)=O)#[N:2].[NH2:23][NH2:24]. Product: [NH2:2][C:1]1[C:3]2[N:7]3[C@@H:8]([CH3:15])[CH2:9][N:10]([CH2:13][CH3:14])[C:11](=[O:12])[C:6]3=[C:5]([O:16][CH3:17])[C:4]=2[C:18](=[O:20])[NH:24][N:23]=1. The catalyst class is: 212. (7) Reactant: [Cl:1][C:2]1[CH:7]=[C:6]([O:8][CH:9]([CH3:11])[CH3:10])[N+:5]([O-])=[C:4]2[CH2:13][CH2:14][CH2:15][C:3]=12.P(Cl)(Cl)Cl. Product: [Cl:1][C:2]1[CH:7]=[C:6]([O:8][CH:9]([CH3:11])[CH3:10])[N:5]=[C:4]2[CH2:13][CH2:14][CH2:15][C:3]=12. The catalyst class is: 2.